Task: Predict the reactants needed to synthesize the given product.. Dataset: Full USPTO retrosynthesis dataset with 1.9M reactions from patents (1976-2016) (1) Given the product [ClH:18].[NH:8]1[CH2:11][CH:10]([C:12]2[O:13][C:14]([CH3:17])=[CH:15][N:16]=2)[CH2:9]1.[ClH:18], predict the reactants needed to synthesize it. The reactants are: C(OC([N:8]1[CH2:11][CH:10]([C:12]2[O:13][C:14]([CH3:17])=[CH:15][N:16]=2)[CH2:9]1)=O)(C)(C)C.[ClH:18]. (2) Given the product [F:1][C:2]1[CH:3]=[CH:4][C:5]([NH:11][S:27]([C:25]2[CH:24]=[CH:23][CH:22]=[C:21]3[C:26]=2[N:17]=[CH:18][CH:19]=[CH:20]3)(=[O:28])=[O:29])=[C:6]([CH:10]=1)[C:7]([OH:9])=[O:8], predict the reactants needed to synthesize it. The reactants are: [F:1][C:2]1[CH:3]=[CH:4][C:5]([NH2:11])=[C:6]([CH:10]=1)[C:7]([OH:9])=[O:8].C(=O)(O)[O-].[Na+].[N:17]1[C:26]2[C:21](=[CH:22][CH:23]=[CH:24][C:25]=2[S:27](Cl)(=[O:29])=[O:28])[CH:20]=[CH:19][CH:18]=1. (3) Given the product [Cl:11][CH2:12][C:13]([N:6]1[CH2:7][C@@H:3]([F:2])[CH2:4][C@H:5]1[C:8]#[N:10])=[O:14], predict the reactants needed to synthesize it. The reactants are: Cl.[F:2][C@@H:3]1[CH2:7][NH:6][C@H:5]([C:8]([NH2:10])=O)[CH2:4]1.[Cl:11][CH2:12][C:13](Cl)=[O:14]. (4) Given the product [Cl:28][C:29]1[CH:34]=[C:33]([CH2:35][N:7]2[C:2]([CH3:1])([CH3:6])[C:3](=[O:5])[N:10]([C:11]3[CH:16]=[CH:15][C:14]([S:17][C:18]([F:21])([F:20])[F:19])=[CH:13][CH:12]=3)[C:8]2=[O:9])[CH:32]=[CH:31][N:30]=1, predict the reactants needed to synthesize it. The reactants are: [CH3:1][C:2]([NH:7][C:8]([NH:10][C:11]1[CH:16]=[CH:15][C:14]([S:17][C:18]([F:21])([F:20])[F:19])=[CH:13][CH:12]=1)=[O:9])([CH3:6])[C:3]([O-:5])=O.C([O-])([O-])=O.[K+].[K+].[Cl:28][C:29]1[CH:34]=[C:33]([CH2:35]Cl)[CH:32]=[CH:31][N:30]=1. (5) The reactants are: [C:1]([N:5]1[C:9]([CH3:10])=[CH:8][C:7]([CH3:11])=[N:6]1)([CH3:4])([CH3:3])[CH3:2].[Cl:12][S:13](O)(=[O:15])=[O:14].S(Cl)(Cl)=O. Given the product [C:1]([N:5]1[C:9]([CH3:10])=[C:8]([S:13]([Cl:12])(=[O:15])=[O:14])[C:7]([CH3:11])=[N:6]1)([CH3:4])([CH3:3])[CH3:2], predict the reactants needed to synthesize it.